Task: Predict the reactants needed to synthesize the given product.. Dataset: Full USPTO retrosynthesis dataset with 1.9M reactions from patents (1976-2016) (1) Given the product [OH:1][CH:2]1[C:10]2[CH:9]=[CH:8][CH:7]=[C:6]([C:11]#[N:12])[C:5]=2[CH2:4][CH2:3]1, predict the reactants needed to synthesize it. The reactants are: [O:1]=[C:2]1[C:10]2[CH:9]=[CH:8][CH:7]=[C:6]([C:11]#[N:12])[C:5]=2[CH2:4][CH2:3]1.[BH4-].[Na+]. (2) Given the product [CH2:1]([C:5]1[CH:6]=[CH:7][C:8]([C:9]2[O:11][N:37]=[C:28]([C:29]3[CH:34]=[CH:33][C:32]([CH2:35][OH:36])=[CH:31][CH:30]=3)[N:27]=2)=[CH:12][CH:13]=1)[CH:2]([CH3:3])[CH3:4], predict the reactants needed to synthesize it. The reactants are: [CH2:1]([C:5]1[CH:13]=[CH:12][C:8]([C:9]([OH:11])=O)=[CH:7][CH:6]=1)[CH:2]([CH3:4])[CH3:3].C(N1C=CN=C1)(N1C=CN=C1)=O.O[NH:27][C:28](=[NH:37])[C:29]1[CH:34]=[CH:33][C:32]([CH2:35][OH:36])=[CH:31][CH:30]=1. (3) Given the product [OH:1][CH:2]([C:13]1[S:14][C:15]([C:18]2[CH:23]=[C:22]([NH:24][C:25]3[N:30]=[C:29]([C:31]([F:33])([F:34])[F:32])[CH:28]=[CH:27][N:26]=3)[CH:21]=[C:20]([CH3:35])[CH:19]=2)=[CH:16][N:17]=1)[CH:3]1[CH2:8][CH2:7][CH:6]([C:9]([OH:11])=[O:10])[CH2:5][CH2:4]1, predict the reactants needed to synthesize it. The reactants are: [OH:1][CH:2]([C:13]1[S:14][C:15]([C:18]2[CH:23]=[C:22]([NH:24][C:25]3[N:30]=[C:29]([C:31]([F:34])([F:33])[F:32])[CH:28]=[CH:27][N:26]=3)[CH:21]=[C:20]([CH3:35])[CH:19]=2)=[CH:16][N:17]=1)[CH:3]1[CH2:8][CH2:7][CH:6]([C:9]([O:11]C)=[O:10])[CH2:5][CH2:4]1.[OH-].[Na+].C1COCC1.Cl. (4) Given the product [CH2:1]([C:3]1[CH:8]=[C:7]([N+:10]([O-:12])=[O:11])[CH:6]=[CH:5][N+:4]=1[O-:9])[CH3:2], predict the reactants needed to synthesize it. The reactants are: [CH2:1]([C:3]1[CH:8]=[CH:7][CH:6]=[CH:5][N+:4]=1[O-:9])[CH3:2].[N+:10]([O-])([OH:12])=[O:11].[OH-].[Na+]. (5) Given the product [C:39]([C:2]1[CH:11]=[N:10][C:9]2[NH:8][C:7]3[CH:12]=[CH:13][C:14]([C:16]#[N:17])=[CH:15][C:6]=3[C:5]([C:23]([F:26])([F:24])[F:25])([CH2:18][O:19][CH:20]([CH3:21])[CH3:22])[C:4]=2[CH:3]=1)#[N:40], predict the reactants needed to synthesize it. The reactants are: Br[C:2]1[CH:11]=[N:10][C:9]2[NH:8][C:7]3[CH:12]=[CH:13][C:14]([C:16]#[N:17])=[CH:15][C:6]=3[C:5]([C:23]([F:26])([F:25])[F:24])([CH2:18][O:19][CH:20]([CH3:22])[CH3:21])[C:4]=2[CH:3]=1.CCOC(C)=O.CCCCCC.[CH3:39][N:40](C=O)C. (6) Given the product [C:16]1([N:15]2[CH:4]=[N:33][C:26]3[C:25]2=[N:24][C:23]([C:41]2[CH:42]=[N:37][CH:38]=[CH:39][CH:40]=2)=[N:28][C:27]=3[C:29]([NH2:47])=[O:31])[CH:17]=[CH:18][CH:19]=[CH:20][CH:21]=1, predict the reactants needed to synthesize it. The reactants are: ClC1N=C(C(OC)=O)C([N+]([O-])=O)=[C:4]([NH:15][C:16]2[CH:21]=[CH:20][CH:19]=[CH:18][CH:17]=2)N=1.Cl[C:23]1[N:28]=[C:27]([C:29]([O:31]C)=O)[C:26]([N+:33]([O-])=O)=[C:25](Cl)[N:24]=1.[NH2:37][C:38]1C=[CH:42][CH:41]=[CH:40][CH:39]=1.C([N:47](C(C)C)CC)(C)C. (7) Given the product [CH2:16]([N:15]([CH2:18][CH3:19])[C:58]([C:31]1[C:30]([O:29][CH2:27][CH3:28])=[C:35]([N:36]2[CH2:41][CH2:40][O:39][CH2:38][CH2:37]2)[N:34]=[C:33]([C:42]2[CH:47]=[CH:46][C:45]([NH:48][C:49]([NH:51][C:52]3[CH:53]=[CH:54][CH:55]=[CH:56][CH:57]=3)=[O:50])=[CH:44][CH:43]=2)[N:32]=1)=[O:60])[CH3:17], predict the reactants needed to synthesize it. The reactants are: C(Cl)CCl.C1C=CC2N(O)N=NC=2C=1.[NH:15]([CH2:18][CH3:19])[CH2:16][CH3:17].CCN(CC)CC.[CH2:27]([O:29][C:30]1[C:31]([C:58]([OH:60])=O)=[N:32][C:33]([C:42]2[CH:47]=[CH:46][C:45]([NH:48][C:49]([NH:51][C:52]3[CH:57]=[CH:56][CH:55]=[CH:54][CH:53]=3)=[O:50])=[CH:44][CH:43]=2)=[N:34][C:35]=1[N:36]1[CH2:41][CH2:40][O:39][CH2:38][CH2:37]1)[CH3:28]. (8) Given the product [CH:24]1([NH:21][C:11]([C:10]2[CH:14]=[CH:15][CH:16]=[CH:17][C:9]=2[NH:8][C:6](=[O:7])[O:5][C:1]([CH3:2])([CH3:3])[CH3:4])=[O:13])[CH2:26][CH2:25]1, predict the reactants needed to synthesize it. The reactants are: [C:1]([O:5][C:6]([NH:8][C:9]1[CH:17]=[CH:16][CH:15]=[CH:14][C:10]=1[C:11]([OH:13])=O)=[O:7])([CH3:4])([CH3:3])[CH3:2].C([N:21]([CH:24]([CH3:26])[CH3:25])CC)(C)C.CN(C(ON1N=NC2C=CC=NC1=2)=[N+](C)C)C.F[P-](F)(F)(F)(F)F.C1(N)CC1.